Dataset: Catalyst prediction with 721,799 reactions and 888 catalyst types from USPTO. Task: Predict which catalyst facilitates the given reaction. Reactant: [Cl:1][CH2:2][C@@H:3]1[CH2:5][C@H:4]1[CH2:6][N:7]1[CH2:12][CH2:11][N:10]([C:13]2[CH:18]=[CH:17][CH:16]=[CH:15][C:14]=2[CH:19]2[CH2:24][C:23]([CH3:26])([CH3:25])[CH2:22][C:21]([CH3:28])([CH3:27])[CH2:20]2)[CH2:9][CH2:8]1.Cl. Product: [ClH:1].[Cl:1][CH2:2][C@@H:3]1[CH2:5][C@H:4]1[CH2:6][N:7]1[CH2:8][CH2:9][N:10]([C:13]2[CH:18]=[CH:17][CH:16]=[CH:15][C:14]=2[CH:19]2[CH2:24][C:23]([CH3:26])([CH3:25])[CH2:22][C:21]([CH3:28])([CH3:27])[CH2:20]2)[CH2:11][CH2:12]1. The catalyst class is: 96.